This data is from Catalyst prediction with 721,799 reactions and 888 catalyst types from USPTO. The task is: Predict which catalyst facilitates the given reaction. (1) Reactant: [F:1][C:2]1[CH:11]=[CH:10][C:9]([N:12]2[CH2:17][CH2:16][C:15](=O)[CH2:14][CH2:13]2)=[C:8]2[C:3]=1[CH:4]=[CH:5][CH:6]=[N:7]2.[F:19][C:20]1[CH:21]=[CH:22][C:23]2[O:27][CH:26]=[C:25]([N:28]3[CH2:33][CH2:32][NH:31][CH2:30][CH2:29]3)[C:24]=2[CH:34]=1.C(O[BH-](OC(=O)C)OC(=O)C)(=O)C.[Na+].C(O)(=O)C. Product: [F:1][C:2]1[CH:11]=[CH:10][C:9]([N:12]2[CH2:17][CH2:16][CH:15]([N:31]3[CH2:32][CH2:33][N:28]([C:25]4[C:24]5[CH:34]=[C:20]([F:19])[CH:21]=[CH:22][C:23]=5[O:27][CH:26]=4)[CH2:29][CH2:30]3)[CH2:14][CH2:13]2)=[C:8]2[C:3]=1[CH:4]=[CH:5][CH:6]=[N:7]2. The catalyst class is: 2. (2) Reactant: [Cl:1][C:2]1[CH:8]=[CH:7][C:5]([OH:6])=[CH:4][C:3]=1[OH:9].C(N(CC)CC)C.[C:17](Cl)(=[O:20])[CH:18]=[CH2:19].[CH2:22]1C[O:25][CH2:24][CH2:23]1. Product: [C:17]([O:6][C:5]1[CH:7]=[CH:8][C:2]([Cl:1])=[C:3]([O:9][C:24](=[O:25])[CH:23]=[CH2:22])[CH:4]=1)(=[O:20])[CH:18]=[CH2:19]. The catalyst class is: 2. (3) Reactant: Br[C:2]1[CH:9]=[CH:8][CH:7]=[C:6]([Br:10])[C:3]=1[CH:4]=[O:5].[C:11]([C:15]1[CH:16]=[C:17]2[C:22](=[C:23]([F:25])[CH:24]=1)[C:21](=[O:26])[NH:20][N:19]=[CH:18]2)([CH3:14])([CH3:13])[CH3:12].C(=O)([O-])[O-].[Cs+].[Cs+].COC1C2C(=C3C(=CC=2)C(OC)=CC=N3)N=CC=1. Product: [Br:10][C:6]1[CH:7]=[CH:8][CH:9]=[C:2]([N:20]2[N:19]=[CH:18][C:17]3[C:22](=[C:23]([F:25])[CH:24]=[C:15]([C:11]([CH3:12])([CH3:14])[CH3:13])[CH:16]=3)[C:21]2=[O:26])[C:3]=1[CH:4]=[O:5]. The catalyst class is: 321. (4) Reactant: [Br:1][CH2:2][C:3]([C:5]1[C:13]2[C:12](=[O:14])[N:11]([CH2:15][O:16][CH2:17][CH2:18][Si:19]([CH3:22])([CH3:21])[CH3:20])[N:10]=[CH:9][C:8]=2[N:7]([CH2:23][O:24][CH2:25][CH2:26][Si:27]([CH3:30])([CH3:29])[CH3:28])[CH:6]=1)=[O:4].[BH4-].[Na+].C(=O)([O-])O.[Na+]. Product: [Br:1][CH2:2][CH:3]([C:5]1[C:13]2[C:12](=[O:14])[N:11]([CH2:15][O:16][CH2:17][CH2:18][Si:19]([CH3:22])([CH3:20])[CH3:21])[N:10]=[CH:9][C:8]=2[N:7]([CH2:23][O:24][CH2:25][CH2:26][Si:27]([CH3:30])([CH3:29])[CH3:28])[CH:6]=1)[OH:4]. The catalyst class is: 7. (5) Reactant: C[O:2][C:3]1[CH:8]=[CH:7][C:6]([C:9]2[S:13][C:12]([CH:14]=[C:15]3[CH2:20][CH2:19][CH2:18][N:17]=[C:16]3[C:21]3[CH:22]=[N:23][CH:24]=[CH:25][CH:26]=3)=[CH:11][CH:10]=2)=[CH:5][CH:4]=1.B(Br)(Br)[Br:28]. Product: [BrH:28].[BrH:28].[N:17]1[CH2:18][CH2:19][CH2:20][C:15](=[CH:14][C:12]2[S:13][C:9]([C:6]3[CH:7]=[CH:8][C:3]([OH:2])=[CH:4][CH:5]=3)=[CH:10][CH:11]=2)[C:16]=1[C:21]1[CH:22]=[N:23][CH:24]=[CH:25][CH:26]=1. The catalyst class is: 4. (6) Reactant: C[O:2][C:3]([C:5]1[C:10]([O:11][CH2:12][C:13]2[CH:18]=[CH:17][C:16]([O:19][CH3:20])=[CH:15][CH:14]=2)=[C:9]([O:21][CH2:22][C:23]2[CH:28]=[CH:27][C:26]([O:29][CH3:30])=[CH:25][CH:24]=2)[N:8]=[C:7]([C:31]2[CH:36]=[CH:35][C:34]([CH3:37])=[CH:33][CH:32]=2)[N:6]=1)=[O:4].[OH-].[Na+]. Product: [CH3:20][O:19][C:16]1[CH:15]=[CH:14][C:13]([CH2:12][O:11][C:10]2[C:5]([C:3]([OH:4])=[O:2])=[N:6][C:7]([C:31]3[CH:36]=[CH:35][C:34]([CH3:37])=[CH:33][CH:32]=3)=[N:8][C:9]=2[O:21][CH2:22][C:23]2[CH:28]=[CH:27][C:26]([O:29][CH3:30])=[CH:25][CH:24]=2)=[CH:18][CH:17]=1. The catalyst class is: 20. (7) Reactant: [F:1][C:2]1[C:7]([F:8])=[CH:6][CH:5]=[CH:4][C:3]=1[OH:9].[CH2:10](Br)[C:11]#[CH:12].C(=O)([O-])[O-].[K+].[K+]. Product: [F:8][C:7]1[CH:6]=[CH:5][CH:4]=[C:3]([O:9][CH2:12][C:11]#[CH:10])[C:2]=1[F:1]. The catalyst class is: 573. (8) The catalyst class is: 11. Reactant: [Br:1][CH:2]1[C:10]2[CH:9]([N+:11]([O-:13])=[O:12])[CH2:8][CH2:7][CH2:6][C:5]=2[C:4](=[O:14])[O:3]1.[C:15]1([P:21]([C:28]2[CH:33]=[CH:32][CH:31]=[CH:30][CH:29]=2)[C:22]2[CH:27]=[CH:26][CH:25]=[CH:24][CH:23]=2)[CH:20]=[CH:19][CH:18]=[CH:17][CH:16]=1. Product: [Br-:1].[N+:11]([CH:9]1[C:10]2[CH:2]([P+:21]([C:22]3[CH:23]=[CH:24][CH:25]=[CH:26][CH:27]=3)([C:28]3[CH:33]=[CH:32][CH:31]=[CH:30][CH:29]=3)[C:15]3[CH:16]=[CH:17][CH:18]=[CH:19][CH:20]=3)[O:3][C:4](=[O:14])[C:5]=2[CH2:6][CH2:7][CH2:8]1)([O-:13])=[O:12]. (9) Reactant: [CH3:1][O:2][CH2:3][CH:4]1[N:11](C(OCC2C=CC=CC=2)=O)[CH2:10][CH:9]2[N:6]([CH2:7][CH2:8]2)[C:5]1=[O:22]. Product: [CH3:1][O:2][CH2:3][CH:4]1[NH:11][CH2:10][CH:9]2[N:6]([CH2:7][CH2:8]2)[C:5]1=[O:22]. The catalyst class is: 43. (10) Reactant: [CH:1](=[O:5])[CH2:2][CH2:3]C.[N+:6](/[CH:9]=[CH:10]/[C:11]1[C:20]2[C:15](=[CH:16][CH:17]=[CH:18][CH:19]=2)[CH:14]=[CH:13][CH:12]=1)([O-:8])=[O:7].CC(O)C.CCCCCC. Product: [CH3:3][C@@H:2]([C@H:10]([C:11]1[C:20]2[C:15](=[CH:16][CH:17]=[CH:18][CH:19]=2)[CH:14]=[CH:13][CH:12]=1)[CH2:9][N+:6]([O-:8])=[O:7])[CH:1]=[O:5]. The catalyst class is: 22.